From a dataset of Reaction yield outcomes from USPTO patents with 853,638 reactions. Predict the reaction yield, written as a fraction of the theoretical maximum amount of product (1.0 means a 100% yield; for example, 0.34 means a 34% yield). (1) The reactants are [Cl:1][C:2]1[CH:7]=[CH:6][C:5]([S:8]([CH:11]([C:25]2[CH:30]=[C:29]([F:31])[CH:28]=[CH:27][C:26]=2[F:32])[CH:12]2[CH2:17][CH2:16][N:15](C(OC(C)(C)C)=O)[CH2:14][CH2:13]2)(=[O:10])=[O:9])=[CH:4][CH:3]=1.FC(F)(F)C(O)=O.Cl.C(O)C. The catalyst is ClCCl. The product is [ClH:1].[Cl:1][C:2]1[CH:7]=[CH:6][C:5]([S:8]([CH:11]([C:25]2[CH:30]=[C:29]([F:31])[CH:28]=[CH:27][C:26]=2[F:32])[CH:12]2[CH2:17][CH2:16][NH:15][CH2:14][CH2:13]2)(=[O:9])=[O:10])=[CH:4][CH:3]=1. The yield is 0.970. (2) The reactants are C[O:2][C:3]([C:5]12[CH:12]3[CH:7]4[C:8]5([C:13](=O)[NH:14][C:15]6[C:16](=[O:29])[N:17]([CH2:26][CH2:27][CH3:28])[C:18](=[O:25])[N:19]([CH2:22][CH2:23][CH3:24])[C:20]=6[NH2:21])[CH:11]3[CH:10]1[CH:9]5[CH:6]24)=[O:4].[OH-].[Na+]. The catalyst is CO. The product is [O:25]=[C:18]1[N:19]([CH2:22][CH2:23][CH3:24])[C:20]2[N:21]=[C:13]([C:8]34[CH:11]5[CH:10]6[CH:9]3[CH:6]3[CH:7]4[CH:12]5[C:5]36[C:3]([OH:2])=[O:4])[NH:14][C:15]=2[C:16](=[O:29])[N:17]1[CH2:26][CH2:27][CH3:28]. The yield is 0.760. (3) The yield is 0.720. The reactants are [OH:1][C:2]1[CH:9]=[CH:8][C:7]([N+:10]([O-:12])=[O:11])=[CH:6][C:3]=1[CH:4]=[O:5].I[CH2:14][CH2:15][CH3:16].COC(O)C1C=C([N+]([O-])=O)C=CC=1OC. The product is [N+:10]([C:7]1[CH:8]=[CH:9][C:2]([O:1][CH2:14][CH2:15][CH3:16])=[C:3]([CH:6]=1)[CH:4]=[O:5])([O-:12])=[O:11]. No catalyst specified.